This data is from Catalyst prediction with 721,799 reactions and 888 catalyst types from USPTO. The task is: Predict which catalyst facilitates the given reaction. Reactant: [C:1]([C@H:5]1[CH2:10][CH2:9][C@H:8]([O:11][C:12]2[C:13]([C:33]([F:36])([F:35])[F:34])=[C:14]3[C:19](=[CH:20][CH:21]=2)[CH:18]=[C:17]([C:22]2([NH:26]S(C(C)(C)C)=O)[CH2:25][O:24][CH2:23]2)[CH:16]=[CH:15]3)[CH2:7][CH2:6]1)([CH3:4])([CH3:3])[CH3:2].C(Cl)Cl.Cl.CCOCC. Product: [C:1]([C@H:5]1[CH2:6][CH2:7][C@H:8]([O:11][C:12]2[C:13]([C:33]([F:36])([F:34])[F:35])=[C:14]3[C:19](=[CH:20][CH:21]=2)[CH:18]=[C:17]([C:22]2([NH2:26])[CH2:23][O:24][CH2:25]2)[CH:16]=[CH:15]3)[CH2:9][CH2:10]1)([CH3:4])([CH3:2])[CH3:3]. The catalyst class is: 244.